From a dataset of Forward reaction prediction with 1.9M reactions from USPTO patents (1976-2016). Predict the product of the given reaction. (1) Given the reactants [NH2:1][C:2]1[CH:3]=[CH:4][C:5]([F:18])=[C:6]([C@:8]2([CH3:17])[C:13]([F:15])([F:14])[CH2:12][O:11][C:10]([NH2:16])=[N:9]2)[CH:7]=1.[Cl:19][C:20]1[CH:21]=[C:22]([F:29])[C:23]([C:26](O)=[O:27])=[N:24][CH:25]=1, predict the reaction product. The product is: [NH2:16][C:10]1[O:11][CH2:12][C:13]([F:14])([F:15])[C@:8]([C:6]2[CH:7]=[C:2]([NH:1][C:26]([C:23]3[C:22]([F:29])=[CH:21][C:20]([Cl:19])=[CH:25][N:24]=3)=[O:27])[CH:3]=[CH:4][C:5]=2[F:18])([CH3:17])[N:9]=1. (2) Given the reactants [F:1][C:2]1[CH:3]=[C:4]([NH:10][C:11](=[NH:21])[CH2:12][C:13](=[O:20])[C:14]2[CH:19]=[CH:18][CH:17]=[CH:16][CH:15]=2)[CH:5]=[CH:6][C:7]=1[O:8][CH3:9].[C:22](OC)(=[O:25])[C:23]#[CH:24].C(OCC)C, predict the reaction product. The product is: [NH2:21][C:11]1[N:10]([C:4]2[CH:5]=[CH:6][C:7]([O:8][CH3:9])=[C:2]([F:1])[CH:3]=2)[C:22](=[O:25])[CH:23]=[CH:24][C:12]=1[C:13](=[O:20])[C:14]1[CH:15]=[CH:16][CH:17]=[CH:18][CH:19]=1. (3) Given the reactants [C:1]([C:5]1[CH:6]=[C:7]2[C:12](=[C:13]([F:15])[CH:14]=1)[C:11](=[O:16])[N:10]([C:17]1[N:24]=[CH:23][CH:22]=[C:21]([C:25]3[CH:30]=[C:29]([NH:31][C:32]4[CH:37]=[CH:36][C:35]([N:38]5[CH2:43][CH2:42][N:41]([CH:44]6[CH2:47][O:46][CH2:45]6)[CH2:40][C@@H:39]5[CH2:48][CH3:49])=[CH:34][N:33]=4)[C:28](=[O:50])[N:27]([CH3:51])[CH:26]=3)[C:18]=1[CH:19]=[O:20])[N:9]=[CH:8]2)([CH3:4])([CH3:3])[CH3:2].[BH4-].[Na+], predict the reaction product. The product is: [C:1]([C:5]1[CH:6]=[C:7]2[C:12](=[C:13]([F:15])[CH:14]=1)[C:11](=[O:16])[N:10]([C:17]1[C:18]([CH2:19][OH:20])=[C:21]([C:25]3[CH:30]=[C:29]([NH:31][C:32]4[CH:37]=[CH:36][C:35]([N:38]5[CH2:43][CH2:42][N:41]([CH:44]6[CH2:47][O:46][CH2:45]6)[CH2:40][C@@H:39]5[CH2:48][CH3:49])=[CH:34][N:33]=4)[C:28](=[O:50])[N:27]([CH3:51])[CH:26]=3)[CH:22]=[CH:23][N:24]=1)[N:9]=[CH:8]2)([CH3:3])([CH3:2])[CH3:4]. (4) The product is: [F:15][C:10]1[CH:9]=[C:8]([CH:13]=[CH:12][C:11]=1[F:14])[CH2:7][NH:6][C:4](=[O:5])[C:3]1[CH:16]=[C:17]([C:20]([F:23])([F:22])[F:21])[CH:18]=[N:19][C:2]=1[F:34]. Given the reactants N[C:2]1[N:19]=[CH:18][C:17]([C:20]([F:23])([F:22])[F:21])=[CH:16][C:3]=1[C:4]([NH:6][CH2:7][C:8]1[CH:13]=[CH:12][C:11]([F:14])=[C:10]([F:15])[CH:9]=1)=[O:5].N1C=CC=CC=1.N([O-])=O.[Na+].[FH:34], predict the reaction product. (5) Given the reactants CS([C:4]1[N:5]([C:16]2[CH:21]=[CH:20][C:19]([O:22][CH2:23][C:24]([F:27])([F:26])[F:25])=[CH:18][CH:17]=2)[C:6](=[O:15])[C:7]2[CH:13]=[CH:12][C:11](=[O:14])[NH:10][C:8]=2[N:9]=1)=O.[F:28][C:29]([F:33])([F:32])[CH2:30][OH:31].[H-].[Na+].Cl, predict the reaction product. The product is: [F:28][C:29]([F:33])([F:32])[CH2:30][O:31][C:4]1[N:5]([C:16]2[CH:21]=[CH:20][C:19]([O:22][CH2:23][C:24]([F:27])([F:26])[F:25])=[CH:18][CH:17]=2)[C:6](=[O:15])[C:7]2[CH:13]=[CH:12][C:11](=[O:14])[NH:10][C:8]=2[N:9]=1. (6) Given the reactants [F:1][C:2]([F:23])([F:22])[C:3]1[CH:4]=[CH:5][C:6]([N:9]2[CH2:14][CH2:13][N:12]([C:15]3([C:18]([O:20]C)=[O:19])[CH2:17][CH2:16]3)[CH2:11][CH2:10]2)=[N:7][CH:8]=1.[OH-].[Na+], predict the reaction product. The product is: [F:23][C:2]([F:1])([F:22])[C:3]1[CH:4]=[CH:5][C:6]([N:9]2[CH2:14][CH2:13][N:12]([C:15]3([C:18]([OH:20])=[O:19])[CH2:17][CH2:16]3)[CH2:11][CH2:10]2)=[N:7][CH:8]=1. (7) Given the reactants [CH3:1][O:2][C:3](=[O:8])[CH2:4][C:5]([CH3:7])=[O:6].I[CH2:10][CH2:11][CH3:12], predict the reaction product. The product is: [CH3:1][O:2][C:3](=[O:8])[CH2:4][C:5](=[O:6])[CH2:7][CH2:10][CH2:11][CH3:12].